Task: Predict the product of the given reaction.. Dataset: Forward reaction prediction with 1.9M reactions from USPTO patents (1976-2016) (1) Given the reactants FC1C(O)=CC=C2C=1N(C1N=C(C3CCN(C4CCN(C(=O)CO)CC4)CC3)ON=1)N=C2C(C)C.[F:36][C:37]1[CH:38]=[CH:39][C:40]([O:69]C)=[C:41]2[C:45]=1[N:44]([C:46]1[N:50]=[C:49]([CH:51]3[CH2:56][CH2:55][N:54]([CH:57]4[CH2:62][CH2:61][N:60]([C:63](=[O:65])[CH3:64])[CH2:59][CH2:58]4)[CH2:53][CH2:52]3)[O:48][N:47]=1)[N:43]=[C:42]2[CH:66]([CH3:68])[CH3:67], predict the reaction product. The product is: [F:36][C:37]1[CH:38]=[CH:39][C:40]([OH:69])=[C:41]2[C:45]=1[N:44]([C:46]1[N:50]=[C:49]([CH:51]3[CH2:56][CH2:55][N:54]([CH:57]4[CH2:58][CH2:59][N:60]([C:63](=[O:65])[CH3:64])[CH2:61][CH2:62]4)[CH2:53][CH2:52]3)[O:48][N:47]=1)[N:43]=[C:42]2[CH:66]([CH3:67])[CH3:68]. (2) Given the reactants [CH2:1]([O:8][C:9]1[CH:18]=[CH:17][C:16]([CH:19]([OH:40])[CH2:20][NH:21][C:22]([CH3:39])([CH3:38])[CH2:23][CH2:24][N:25]2[CH:29]=[N:28][C:27]([C:30]3[CH:35]=[CH:34][C:33]([O:36][CH3:37])=[CH:32][CH:31]=3)=[N:26]2)=[CH:15][C:10]=1[C:11](OC)=[O:12])[C:2]1[CH:7]=[CH:6][CH:5]=[CH:4][CH:3]=1.[Cl-].[Ca+2].[Cl-].[BH4-].[Na+], predict the reaction product. The product is: [CH2:1]([O:8][C:9]1[CH:18]=[CH:17][C:16]([CH:19]([OH:40])[CH2:20][NH:21][C:22]([CH3:39])([CH3:38])[CH2:23][CH2:24][N:25]2[CH:29]=[N:28][C:27]([C:30]3[CH:31]=[CH:32][C:33]([O:36][CH3:37])=[CH:34][CH:35]=3)=[N:26]2)=[CH:15][C:10]=1[CH2:11][OH:12])[C:2]1[CH:3]=[CH:4][CH:5]=[CH:6][CH:7]=1.